Task: Predict which catalyst facilitates the given reaction.. Dataset: Catalyst prediction with 721,799 reactions and 888 catalyst types from USPTO (1) Reactant: [CH3:1][O:2][C:3]1[CH:4]=[C:5]([C:8]([OH:13])=[CH:9][C:10]=1[O:11][CH3:12])[CH:6]=[O:7].C(=O)([O-])[O-].[K+].[K+].[CH3:20][N:21]([CH3:26])[S:22](Cl)(=[O:24])=[O:23].O. Product: [CH3:20][N:21]([CH3:26])[S:22](=[O:24])(=[O:23])[O:13][C:8]1[CH:9]=[C:10]([O:11][CH3:12])[C:3]([O:2][CH3:1])=[CH:4][C:5]=1[CH:6]=[O:7]. The catalyst class is: 3. (2) Reactant: Br[C:2]1[CH:14]=[N:13][C:12]2[C:11]3[CH:10]=[CH:9][C:8]([S:15]([CH3:18])(=[O:17])=[O:16])=[CH:7][C:6]=3[NH:5][C:4]=2[CH:3]=1.[F:19][C:20]1([F:35])[CH2:25][CH2:24][CH:23]([CH:26]([C:28]2[C:33]([F:34])=[CH:32][CH:31]=CN=2)O)[CH2:22][CH2:21]1.C1(P(C2C=CC=CC=2)C2C=CC=CC=2)C=CC=CC=1.CC(O[C:59](/[N:61]=N/C(OC(C)C)=O)=O)C. Product: [F:35][C:20]1([F:19])[CH2:21][CH2:22][CH:23]([CH:26]([C:28]2[CH:59]=[N:61][CH:31]=[CH:32][C:33]=2[F:34])[N:5]2[C:6]3[CH:7]=[C:8]([S:15]([CH3:18])(=[O:17])=[O:16])[CH:9]=[CH:10][C:11]=3[C:12]3[N:13]=[CH:14][CH:2]=[CH:3][C:4]2=3)[CH2:24][CH2:25]1. The catalyst class is: 11. (3) Reactant: [NH2:1][C:2]1[C:7]([F:8])=[C:6](F)[N:5]=[C:4]([C:10]([O:12][CH:13]([CH3:15])[CH3:14])=[O:11])[CH:3]=1.C([O-])(O)=O.[Na+].[ClH:21]. Product: [NH2:1][C:2]1[C:7]([F:8])=[C:6]([Cl:21])[N:5]=[C:4]([C:10]([O:12][CH:13]([CH3:15])[CH3:14])=[O:11])[CH:3]=1. The catalyst class is: 25. (4) Reactant: [Cl:1][C:2]1[C:3]([O:17][CH2:18][C:19]2[CH:24]=[CH:23][C:22]([O:25][CH3:26])=[CH:21][CH:20]=2)=[CH:4][C:5]([OH:16])=[C:6]([NH:8][C:9](=[O:15])[O:10][C:11]([CH3:14])([CH3:13])[CH3:12])[CH:7]=1.C(=O)([O-])[O-].[Cs+].[Cs+].[N+](C1C=C(S(O[CH2:46][C@@H:47]2[CH2:49][O:48]2)(=O)=O)C=CC=1)([O-])=O. Product: [Cl:1][C:2]1[C:3]([O:17][CH2:18][C:19]2[CH:24]=[CH:23][C:22]([O:25][CH3:26])=[CH:21][CH:20]=2)=[CH:4][C:5]([O:16][CH2:46][C@@H:47]2[CH2:49][O:48]2)=[C:6]([NH:8][C:9](=[O:15])[O:10][C:11]([CH3:14])([CH3:13])[CH3:12])[CH:7]=1. The catalyst class is: 37. (5) Reactant: [CH2:1]([O:3][C:4]([C:6]1[CH:10]=[C:9]([O:11][CH2:12][C:13]([N:15]2[CH2:19][CH2:18][CH2:17][C@H:16]2[C:20]([OH:22])=O)=[O:14])[N:8]([C:23]2[CH:28]=[CH:27][CH:26]=[CH:25][CH:24]=2)[N:7]=1)=[O:5])[CH3:2].CN(C(ON1N=NC2C=CC=NC1=2)=[N+](C)C)C.F[P-](F)(F)(F)(F)F.CCN(C(C)C)C(C)C.Cl.[F:63][CH2:64][CH2:65][NH2:66]. Product: [CH2:1]([O:3][C:4]([C:6]1[CH:10]=[C:9]([O:11][CH2:12][C:13]([N:15]2[CH2:19][CH2:18][CH2:17][C@H:16]2[C:20](=[O:22])[NH:66][CH2:65][CH2:64][F:63])=[O:14])[N:8]([C:23]2[CH:24]=[CH:25][CH:26]=[CH:27][CH:28]=2)[N:7]=1)=[O:5])[CH3:2]. The catalyst class is: 174. (6) Reactant: [F:1][C:2]1[C:10]2[CH2:9][CH2:8][CH2:7][CH2:6][C:5]=2[N:4]2[CH2:11][CH2:12][N:13]([C:16]3[N:23]=[CH:22][CH:21]=[C:20]([C:24]4[CH:29]=[C:28]([NH:30][C:31]5[CH:36]=[CH:35][C:34]([N:37]6[CH2:42][CH2:41][N:40]([CH:43]7[CH2:46][O:45][CH2:44]7)[CH2:39][CH2:38]6)=[CH:33][N:32]=5)[C:27](=[O:47])[N:26]([CH3:48])[CH:25]=4)[C:17]=3[CH:18]=[O:19])[C:14](=[O:15])[C:3]=12.[BH4-].[Na+]. Product: [F:1][C:2]1[C:10]2[CH2:9][CH2:8][CH2:7][CH2:6][C:5]=2[N:4]2[CH2:11][CH2:12][N:13]([C:16]3[C:17]([CH2:18][OH:19])=[C:20]([C:24]4[CH:29]=[C:28]([NH:30][C:31]5[CH:36]=[CH:35][C:34]([N:37]6[CH2:38][CH2:39][N:40]([CH:43]7[CH2:46][O:45][CH2:44]7)[CH2:41][CH2:42]6)=[CH:33][N:32]=5)[C:27](=[O:47])[N:26]([CH3:48])[CH:25]=4)[CH:21]=[CH:22][N:23]=3)[C:14](=[O:15])[C:3]=12. The catalyst class is: 5.